Dataset: Catalyst prediction with 721,799 reactions and 888 catalyst types from USPTO. Task: Predict which catalyst facilitates the given reaction. (1) Reactant: C([SnH](CCCC)CCCC)CCC.Br[CH:15]1[CH:20]([OH:21])[CH2:19][CH2:18][CH2:17][CH:16]1[N:22]1[C:30](=[O:31])[C:29]2[C:24](=[CH:25][CH:26]=[CH:27][CH:28]=2)[C:23]1=[O:32].N(C(C)(C)C#N)=NC(C)(C)C#N. Product: [OH:21][CH:20]1[CH2:19][CH2:18][CH2:17][CH:16]([N:22]2[C:23](=[O:32])[C:24]3[C:29](=[CH:28][CH:27]=[CH:26][CH:25]=3)[C:30]2=[O:31])[CH2:15]1. The catalyst class is: 224. (2) Reactant: [NH2:1][C:2]1[N:10]=[CH:9][CH:8]=[CH:7][C:3]=1[C:4]([OH:6])=O.ON1C2C=CC=CC=2N=N1.CCN=C=NCCCN(C)C.[Br:32][C:33]1[CH:38]=[CH:37][CH:36]=[CH:35][C:34]=1[O:39][C:40]1[CH:47]=[CH:46][C:43]([CH2:44][NH2:45])=[CH:42][CH:41]=1.C(=O)(O)[O-].[Na+]. Product: [Br:32][C:33]1[CH:38]=[CH:37][CH:36]=[CH:35][C:34]=1[O:39][C:40]1[CH:47]=[CH:46][C:43]([CH2:44][NH:45][C:4](=[O:6])[C:3]2[CH:7]=[CH:8][CH:9]=[N:10][C:2]=2[NH2:1])=[CH:42][CH:41]=1. The catalyst class is: 3.